From a dataset of Forward reaction prediction with 1.9M reactions from USPTO patents (1976-2016). Predict the product of the given reaction. (1) Given the reactants [Cl:1][C:2]1[S:6][C:5]([C:7]([NH:9][C@H:10]2[CH2:14][N:13]([C:15]([O:17]C(C)(C)C)=O)[C@H:12]([CH2:22]O)[CH2:11]2)=[O:8])=[CH:4][CH:3]=1.[CH2:24]([N:26]([CH2:29][CH3:30])[CH2:27][CH3:28])C.[CH3:31][S:32](Cl)(=O)=O.[OH2:36], predict the reaction product. The product is: [C:7]([NH:9][CH2:22][C@H:12]1[N:13]([C:15]([C:31]2[S:32][C:4]3[CH2:28][CH2:27][N:26]([CH3:24])[CH2:29][CH2:30][C:3]=3[CH:2]=2)=[O:17])[CH2:14][C@H:10]([NH:9][C:7]([C:5]2[S:6][C:2]([Cl:1])=[CH:3][CH:4]=2)=[O:8])[CH2:11]1)(=[O:36])[CH3:5]. (2) Given the reactants C[N+]1([O-])[CH2:7][CH2:6][O:5]CC1.CC(C)=[O:11].O.[CH2:14]=[CH:15][CH2:16][CH2:17][CH2:18][CH2:19][CH2:20][CH2:21][CH2:22][CH2:23][CH2:24][CH2:25][CH2:26][CH2:27][CH2:28][CH2:29][CH2:30][CH2:31]CC, predict the reaction product. The product is: [CH2:6]([OH:5])[CH:7]([OH:11])[CH2:14][CH2:15][CH2:16][CH2:17][CH2:18][CH2:19][CH2:20][CH2:21][CH2:22][CH2:23][CH2:24][CH2:25][CH2:26][CH2:27][CH2:28][CH2:29][CH2:30][CH3:31]. (3) Given the reactants [Cl:1][C:2]1[CH:3]=[C:4]([CH2:9][C:10]([N:12]2[CH:21]3[CH:16]([CH2:17][CH2:18][CH2:19][CH:20]3[N:22]3[CH2:26][CH2:25][CH2:24][CH2:23]3)[NH:15][CH2:14][CH2:13]2)=[O:11])[CH:5]=[CH:6][C:7]=1[Cl:8].[C:27]1(=[O:33])[O:32][C:30](=[O:31])[CH2:29][CH2:28]1, predict the reaction product. The product is: [Cl:1][C:2]1[CH:3]=[C:4]([CH2:9][C:10]([N:12]2[CH:21]3[CH:16]([CH2:17][CH2:18][CH2:19][CH:20]3[N:22]3[CH2:26][CH2:25][CH2:24][CH2:23]3)[N:15]([C:27](=[O:33])[CH2:28][CH2:29][C:30]([OH:32])=[O:31])[CH2:14][CH2:13]2)=[O:11])[CH:5]=[CH:6][C:7]=1[Cl:8]. (4) The product is: [Br:1][C:2]1[CH:3]=[CH:4][C:5]([C:8]2[NH:12][N:11]=[N:10][N:9]=2)=[N:6][CH:7]=1. Given the reactants [Br:1][C:2]1[CH:3]=[CH:4][C:5]([C:8]#[N:9])=[N:6][CH:7]=1.[N-:10]=[N+:11]=[N-:12].[Na+].Cl.C(N(CC)CC)C, predict the reaction product.